This data is from Reaction yield outcomes from USPTO patents with 853,638 reactions. The task is: Predict the reaction yield, written as a fraction of the theoretical maximum amount of product (1.0 means a 100% yield; for example, 0.34 means a 34% yield). (1) The product is [Cl:8][C:9]1[CH:14]=[CH:13][C:12]([N:15]([CH2:31][CH2:32][N:33]([CH2:36][CH3:37])[CH2:34][CH3:35])[C:16]([N:18]2[CH2:19][CH2:20][N:21]([C:24]3[C:49]4[C@H:56]([CH3:57])[CH2:55][CH2:54][C:50]=4[N:51]=[CH:52][N:53]=3)[CH2:22][CH2:23]2)=[O:17])=[CH:11][CH:10]=1. The catalyst is C(Cl)Cl.O. The yield is 0.120. The reactants are FC(F)(F)C(O)=O.[Cl:8][C:9]1[CH:14]=[CH:13][C:12]([N:15]([CH2:31][CH2:32][N:33]([CH2:36][CH3:37])[CH2:34][CH3:35])[C:16]([N:18]2[CH2:23][CH2:22][N:21]([C:24](OC(C)(C)C)=O)[CH2:20][CH2:19]2)=[O:17])=[CH:11][CH:10]=1.C(N(CC)C(C)C)(C)C.ClC1[C:49]2[C@H:56]([CH3:57])[CH2:55][CH2:54][C:50]=2[N:51]=[CH:52][N:53]=1. (2) The reactants are [CH3:1][C:2]1[N:29]=[C:5]2[NH:6][C:7](=[O:28])[C:8]([CH2:13][C:14]3[CH:19]=[CH:18][C:17]([C:20]4[C:21]([C:26]#[N:27])=[CH:22][CH:23]=[CH:24][CH:25]=4)=[CH:16][CH:15]=3)=[C:9]([CH2:10][CH2:11][CH3:12])[N:4]2[N:3]=1.[CH3:30][C:31]1([CH2:34]O)[CH2:33][CH2:32]1.C(P(CCCC)CCCC)CCC.N(C(N1CCCCC1)=O)=NC(N1CCCCC1)=O. The catalyst is C1COCC1.C(OCC)(=O)C. The product is [CH3:1][C:2]1[N:29]=[C:5]2[N:6]([CH2:30][C:31]3([CH3:34])[CH2:33][CH2:32]3)[C:7](=[O:28])[C:8]([CH2:13][C:14]3[CH:19]=[CH:18][C:17]([C:20]4[C:21]([C:26]#[N:27])=[CH:22][CH:23]=[CH:24][CH:25]=4)=[CH:16][CH:15]=3)=[C:9]([CH2:10][CH2:11][CH3:12])[N:4]2[N:3]=1. The yield is 0.210. (3) The reactants are [Br:1][C:2]1[CH:3]=[C:4]2[C:14](=[CH:15][CH:16]=1)[O:13][C:7]1([CH2:12][CH2:11][CH2:10][CH2:9][CH2:8]1)[CH2:6][C:5]2([CH2:24][C:25]([O:27][CH3:28])=[O:26])[NH:17]S(C(C)(C)C)=O.Cl.O1CCOCC1. The catalyst is CO. The product is [NH2:17][C:5]1([CH2:24][C:25]([O:27][CH3:28])=[O:26])[C:4]2[C:14](=[CH:15][CH:16]=[C:2]([Br:1])[CH:3]=2)[O:13][C:7]2([CH2:8][CH2:9][CH2:10][CH2:11][CH2:12]2)[CH2:6]1. The yield is 0.900. (4) The product is [CH3:29][O:30][C:31]1[CH:32]=[C:33]([N:3]2[C:2](=[O:1])[C:7]([CH2:8][C:9]3[CH:10]=[CH:11][C:12]([C:15]4[C:16]([C:21]#[N:22])=[CH:17][CH:18]=[CH:19][CH:20]=4)=[CH:13][CH:14]=3)=[C:6]([CH2:23][CH2:24][CH3:25])[N:5]3[N:26]=[CH:27][N:28]=[C:4]23)[CH:34]=[CH:35][C:36]=1[O:37][CH3:38]. The reactants are [O:1]=[C:2]1[C:7]([CH2:8][C:9]2[CH:14]=[CH:13][C:12]([C:15]3[C:16]([C:21]#[N:22])=[CH:17][CH:18]=[CH:19][CH:20]=3)=[CH:11][CH:10]=2)=[C:6]([CH2:23][CH2:24][CH3:25])[N:5]2[N:26]=[CH:27][N:28]=[C:4]2[NH:3]1.[CH3:29][O:30][C:31]1[CH:32]=[C:33](B(O)O)[CH:34]=[CH:35][C:36]=1[O:37][CH3:38].C(N(CC)CC)C.N1C=CC=CC=1. The catalyst is ClCCl.C(OCC)(=O)C.C([O-])(=O)C.[Cu+2].C([O-])(=O)C. The yield is 0.850. (5) The reactants are [CH2:1]([O:8][C:9]1[CH:10]=[CH:11][C:12]([O:17][CH3:18])=[C:13]([CH:16]=1)[CH:14]=[O:15])[C:2]1[CH:7]=[CH:6][CH:5]=[CH:4][CH:3]=1.[OH-].[K+].OO.[OH:23]S(O)(=O)=O. The catalyst is CO.O. The product is [CH2:1]([O:8][C:9]1[CH:10]=[CH:11][C:12]([O:17][CH3:18])=[C:13]([CH:16]=1)[C:14]([OH:23])=[O:15])[C:2]1[CH:3]=[CH:4][CH:5]=[CH:6][CH:7]=1. The yield is 0.970. (6) The reactants are [F:1][C:2]1[CH:7]=[C:6](F)[CH:5]=[C:4]([F:9])[C:3]=1[N+:10]([O-:12])=[O:11].C(=O)([O-])[O-].[K+].[K+].[NH:19]1[CH2:24][CH2:23][O:22][CH2:21][CH2:20]1. The catalyst is CS(C)=O. The product is [F:1][C:2]1[CH:7]=[C:6]([N:19]2[CH2:24][CH2:23][O:22][CH2:21][CH2:20]2)[CH:5]=[C:4]([F:9])[C:3]=1[N+:10]([O-:12])=[O:11]. The yield is 0.370. (7) No catalyst specified. The reactants are C(C[O:5][C:6]1[CH:19]=[CH:18][C:17]2[S:16][C:15]3[C:10](=[CH:11][CH:12]=[CH:13][CH:14]=3)[C:9](=[O:20])[C:8]=2[CH:7]=1)(O)=O.C1(O)C=CC=CC=1.C(O)(=O)C1C=CC=CC=1SSC1C=CC=CC=1C(O)=O. The yield is 0.600. The product is [OH:5][C:6]1[CH:19]=[CH:18][C:17]2[S:16][C:15]3[C:10](=[CH:11][CH:12]=[CH:13][CH:14]=3)[C:9](=[O:20])[C:8]=2[CH:7]=1. (8) The product is [Br:14][C:15]1[C:21]([N+:6]([O-:9])=[O:7])=[CH:20][C:18]([NH2:19])=[C:17]([O:22][CH3:23])[CH:16]=1. The catalyst is [OH-].[Na+]. The reactants are S(=O)(=O)(O)O.[N+:6]([O-:9])(O)=[O:7].NC(N)=N.[Br:14][C:15]1[CH:21]=[CH:20][C:18]([NH2:19])=[C:17]([O:22][CH3:23])[CH:16]=1. The yield is 0.740. (9) The reactants are Cl.Cl.Cl.[NH2:4][CH2:5][CH2:6][N:7]1[CH2:14][CH:13]2[O:15][CH:9]([CH2:10][N:11]([CH2:16][CH2:17][O:18][C:19]3[CH:26]=[CH:25][C:22]([C:23]#[N:24])=[CH:21][CH:20]=3)[CH2:12]2)[CH2:8]1.[CH3:27][C:28]1[C:32]([S:33](Cl)(=[O:35])=[O:34])=[C:31]([CH3:37])[O:30][N:29]=1.C(N(CC)CC)C. The catalyst is C(Cl)Cl. The product is [C:23]([C:22]1[CH:21]=[CH:20][C:19]([O:18][CH2:17][CH2:16][N:11]2[CH2:10][CH:9]3[O:15][CH:13]([CH2:14][N:7]([CH2:6][CH2:5][NH:4][S:33]([C:32]4[C:28]([CH3:27])=[N:29][O:30][C:31]=4[CH3:37])(=[O:35])=[O:34])[CH2:8]3)[CH2:12]2)=[CH:26][CH:25]=1)#[N:24]. The yield is 0.170. (10) The reactants are Br[C:2]1[CH:3]=[CH:4][C:5]([O:8][CH2:9][CH:10]2[CH2:15][CH2:14][N:13]([CH2:16][C:17]3([C:20]([F:23])([F:22])[F:21])[CH2:19][CH2:18]3)[CH2:12][CH2:11]2)=[N:6][CH:7]=1.[CH3:24][S:25]([C:28]1[CH:33]=[CH:32][C:31](B(O)O)=[CH:30][CH:29]=1)(=[O:27])=[O:26].C([O-])([O-])=O.[Cs+].[Cs+].O1CCOCC1. The catalyst is O. The product is [CH3:24][S:25]([C:28]1[CH:33]=[CH:32][C:31]([C:2]2[CH:3]=[CH:4][C:5]([O:8][CH2:9][CH:10]3[CH2:15][CH2:14][N:13]([CH2:16][C:17]4([C:20]([F:23])([F:22])[F:21])[CH2:19][CH2:18]4)[CH2:12][CH2:11]3)=[N:6][CH:7]=2)=[CH:30][CH:29]=1)(=[O:27])=[O:26]. The yield is 0.320.